From a dataset of Forward reaction prediction with 1.9M reactions from USPTO patents (1976-2016). Predict the product of the given reaction. (1) Given the reactants C[O:2][C:3](=[O:17])[C@@H:4]1[CH2:8][C@H:7]([OH:9])[CH2:6][N:5]1[C:10]([O:12][C:13]([CH3:16])([CH3:15])[CH3:14])=[O:11].[OH-].[Na+].C(O)(=O)CC(CC(O)=O)(C(O)=O)O, predict the reaction product. The product is: [C:10]([N:5]1[CH2:6][C@@H:7]([OH:9])[CH2:8][C@H:4]1[C:3]([OH:17])=[O:2])([O:12][C:13]([CH3:16])([CH3:15])[CH3:14])=[O:11]. (2) Given the reactants Cl[C:2]1[C:3]2[CH2:16][CH2:15][N:14]([C:17]3[CH:22]=[CH:21][N:20]=[CH:19][CH:18]=3)[C:4]=2[N:5]=[C:6]([N:8]2[CH2:13][CH2:12][O:11][CH2:10][CH2:9]2)[N:7]=1.[CH3:23][O:24][C:25]1[CH:56]=[CH:55][C:28]([CH2:29][N:30]([CH2:46][C:47]2[CH:52]=[CH:51][C:50]([O:53][CH3:54])=[CH:49][CH:48]=2)[C:31]2[N:36]=[CH:35][C:34](B3OC(C)(C)C(C)(C)O3)=[CH:33][N:32]=2)=[CH:27][CH:26]=1.COC1C=CC=C(OC)C=1C1C=CC=CC=1P(C1CCCCC1)C1CCCCC1.P([O-])([O-])([O-])=O.[K+].[K+].[K+], predict the reaction product. The product is: [CH3:23][O:24][C:25]1[CH:26]=[CH:27][C:28]([CH2:29][N:30]([CH2:46][C:47]2[CH:48]=[CH:49][C:50]([O:53][CH3:54])=[CH:51][CH:52]=2)[C:31]2[N:36]=[CH:35][C:34]([C:2]3[C:3]4[CH2:16][CH2:15][N:14]([C:17]5[CH:22]=[CH:21][N:20]=[CH:19][CH:18]=5)[C:4]=4[N:5]=[C:6]([N:8]4[CH2:13][CH2:12][O:11][CH2:10][CH2:9]4)[N:7]=3)=[CH:33][N:32]=2)=[CH:55][CH:56]=1. (3) Given the reactants [NH:1]1[C:9]2[C:4](=[CH:5][CH:6]=[C:7]([C:10]([O:12][CH3:13])=[O:11])[CH:8]=2)[CH:3]=[CH:2]1.[H-].[Li+].Br[CH:17]1[CH2:22][CH2:21][CH2:20][CH:19]=[CH:18]1.CCOC(C)=O, predict the reaction product. The product is: [CH:22]1([C:3]2[C:4]3[C:9](=[CH:8][C:7]([C:10]([O:12][CH3:13])=[O:11])=[CH:6][CH:5]=3)[NH:1][CH:2]=2)[CH2:21][CH2:20][CH2:19][CH:18]=[CH:17]1. (4) Given the reactants Cl[C:2]1[C:3]2[NH:10][CH:9]=[CH:8][C:4]=2[N:5]=[CH:6][N:7]=1.[O:11]([C:18]1[CH:23]=[CH:22][C:21]([OH:24])=[CH:20][CH:19]=1)[C:12]1[CH:17]=[CH:16][CH:15]=[CH:14][CH:13]=1.C(O[C:30](=[O:35])[NH:31][CH2:32][CH2:33]I)(C)(C)C.[C:36](O)(=O)[CH:37]=C, predict the reaction product. The product is: [O:11]([C:18]1[CH:19]=[CH:20][C:21]([O:24][C:2]2[C:3]3[N:10]([CH2:33][CH2:32][NH:31][C:30](=[O:35])[CH:36]=[CH2:37])[CH:9]=[CH:8][C:4]=3[N:5]=[CH:6][N:7]=2)=[CH:22][CH:23]=1)[C:12]1[CH:17]=[CH:16][CH:15]=[CH:14][CH:13]=1. (5) Given the reactants [NH2:1][C:2]1[C:7]([C:8]#[N:9])=[C:6]([Cl:10])[N:5]=[C:4]([C:11]([OH:13])=O)[CH:3]=1.Cl.Cl.Cl.[N:17]1[CH:22]=[CH:21][CH:20]=[CH:19][C:18]=1[C:23]1[S:24][C:25]([CH2:28][N:29]2[CH2:34][CH2:33][CH:32]([CH2:35][NH2:36])[CH2:31][CH2:30]2)=[CH:26][N:27]=1.F[P-](F)(F)(F)(F)F.N1(O[P+](N2CCCC2)(N2CCCC2)N2CCCC2)C2C=CC=CC=2N=N1.C(=O)(O)[O-].[Na+], predict the reaction product. The product is: [NH2:1][C:2]1[C:7]([C:8]#[N:9])=[C:6]([Cl:10])[N:5]=[C:4]([C:11]([NH:36][CH2:35][CH:32]2[CH2:33][CH2:34][N:29]([CH2:28][C:25]3[S:24][C:23]([C:18]4[CH:19]=[CH:20][CH:21]=[CH:22][N:17]=4)=[N:27][CH:26]=3)[CH2:30][CH2:31]2)=[O:13])[CH:3]=1. (6) Given the reactants [CH3:1][O:2][CH:3]([CH2:17][CH2:18][CH3:19])[CH2:4][CH2:5][C:6]1[CH:15]=[CH:14][CH:13]=[C:12]2[C:7]=1[CH2:8][CH2:9][CH2:10][C:11]2=O.BrBr.[NH2:22][C:23]([NH2:25])=[S:24].C(=O)([O-])O.[Na+], predict the reaction product. The product is: [CH3:1][O:2][CH:3]([CH2:17][CH2:18][CH3:19])[CH2:4][CH2:5][C:6]1[CH:15]=[CH:14][CH:13]=[C:12]2[C:7]=1[CH2:8][CH2:9][C:10]1[S:24][C:23]([NH2:25])=[N:22][C:11]=12.